From a dataset of Full USPTO retrosynthesis dataset with 1.9M reactions from patents (1976-2016). Predict the reactants needed to synthesize the given product. (1) Given the product [C:7]([O:11][CH2:12][C:13]([N:1]1[CH2:6][CH2:5][O:4][CH2:3][CH2:2]1)=[O:14])([CH3:10])([CH3:9])[CH3:8], predict the reactants needed to synthesize it. The reactants are: [NH:1]1[CH2:6][CH2:5][O:4][CH2:3][CH2:2]1.[C:7]([O:11][CH2:12][C:13](O)=[O:14])([CH3:10])([CH3:9])[CH3:8].CN(C(ON1N=NC2C=CC=NC1=2)=[N+](C)C)C.F[P-](F)(F)(F)(F)F. (2) Given the product [NH2:31][C:32]1[N:33]=[CH:34][N:35]=[C:36]([NH:1][C@H:2]([C:4]2[C:13]([CH2:14][N:15]3[CH2:16][CH2:17][N:18]([C:21]([O:23][C:24]([CH3:25])([CH3:26])[CH3:27])=[O:22])[CH2:19][CH2:20]3)=[C:12]([O:28][CH3:29])[C:11]3[C:6](=[CH:7][CH:8]=[C:9]([F:30])[CH:10]=3)[N:5]=2)[CH3:3])[C:37]=1[C:38]#[N:39], predict the reactants needed to synthesize it. The reactants are: [NH2:1][C@H:2]([C:4]1[C:13]([CH2:14][N:15]2[CH2:20][CH2:19][N:18]([C:21]([O:23][C:24]([CH3:27])([CH3:26])[CH3:25])=[O:22])[CH2:17][CH2:16]2)=[C:12]([O:28][CH3:29])[C:11]2[C:6](=[CH:7][CH:8]=[C:9]([F:30])[CH:10]=2)[N:5]=1)[CH3:3].[NH2:31][C:32]1[C:37]([C:38]#[N:39])=[C:36](Cl)[N:35]=[CH:34][N:33]=1.CCN(C(C)C)C(C)C. (3) Given the product [F:28][C:25]([F:26])([F:27])[C:21]1[CH:20]=[C:19]([CH:24]=[CH:23][CH:22]=1)[O:18][CH:16]1[CH2:17][NH:14][CH2:15]1, predict the reactants needed to synthesize it. The reactants are: C([N:14]1[CH2:17][CH:16]([O:18][C:19]2[CH:24]=[CH:23][CH:22]=[C:21]([C:25]([F:28])([F:27])[F:26])[CH:20]=2)[CH2:15]1)(C1C=CC=CC=1)C1C=CC=CC=1.